This data is from Reaction yield outcomes from USPTO patents with 853,638 reactions. The task is: Predict the reaction yield, written as a fraction of the theoretical maximum amount of product (1.0 means a 100% yield; for example, 0.34 means a 34% yield). (1) The reactants are [OH:1][C:2]1[CH:7]=[C:6]([CH3:8])[C:5]([NH:9][CH:10]=[O:11])=[C:4]([CH3:12])[C:3]=1[CH3:13].[H-].[Na+].Br[CH2:17][C:18]([CH3:29])=[CH:19][C:20]1[CH:25]=[CH:24][C:23]([CH:26]([CH3:28])[CH3:27])=[CH:22][CH:21]=1.O. The catalyst is CN(C)C=O. The product is [CH:26]([C:23]1[CH:22]=[CH:21][C:20]([CH:19]=[C:18]([CH3:29])[CH2:17][O:1][C:2]2[CH:7]=[C:6]([CH3:8])[C:5]([NH:9][CH:10]=[O:11])=[C:4]([CH3:12])[C:3]=2[CH3:13])=[CH:25][CH:24]=1)([CH3:28])[CH3:27]. The yield is 0.630. (2) The reactants are [CH2:1]=[C:2]1[CH2:5][N:4]([C:6]([O:8][CH2:9][C:10]2[CH:15]=[CH:14][CH:13]=[CH:12][CH:11]=2)=[O:7])[CH2:3]1.ClC1C=C(C=CC=1)C(OO)=[O:21]. The catalyst is C(Cl)(Cl)Cl. The product is [O:21]1[C:2]2([CH2:5][N:4]([C:6]([O:8][CH2:9][C:10]3[CH:15]=[CH:14][CH:13]=[CH:12][CH:11]=3)=[O:7])[CH2:3]2)[CH2:1]1. The yield is 0.830.